Dataset: Peptide-MHC class I binding affinity with 185,985 pairs from IEDB/IMGT. Task: Regression. Given a peptide amino acid sequence and an MHC pseudo amino acid sequence, predict their binding affinity value. This is MHC class I binding data. (1) The peptide sequence is YQTYVSPGA. The MHC is HLA-A69:01 with pseudo-sequence HLA-A69:01. The binding affinity (normalized) is 0.0847. (2) The peptide sequence is PTKCGENLY. The MHC is HLA-A69:01 with pseudo-sequence HLA-A69:01. The binding affinity (normalized) is 0.125. (3) The peptide sequence is TLIYSSPLL. The MHC is HLA-A02:01 with pseudo-sequence HLA-A02:01. The binding affinity (normalized) is 0.952.